Predict the reaction yield, written as a fraction of the theoretical maximum amount of product (1.0 means a 100% yield; for example, 0.34 means a 34% yield). From a dataset of Reaction yield outcomes from USPTO patents with 853,638 reactions. (1) The reactants are S(C1C=CC(C)=CC=1)([O-])(=O)=O.[S:19]1[CH:20]=[CH:21][CH:22]=[C:18]1[I+][C:18]1[S:19][CH:20]=[CH:21][CH:22]=1.[N-:23]=[N+:24]=[N-:25].[Na+].[C:27]1([C:33]#[CH:34])[CH:32]=[CH:31][CH:30]=[CH:29][CH:28]=1. The catalyst is O.[Cu]I. The product is [C:27]1([C:33]2[N:23]=[N:24][N:25]([C:18]3[S:19][CH:20]=[CH:21][CH:22]=3)[CH:34]=2)[CH:32]=[CH:31][CH:30]=[CH:29][CH:28]=1. The yield is 0.280. (2) The reactants are [CH3:1][O:2][C:3]([C:5]1[CH2:31][N:10]2[C:11]3[CH:12]=[C:13]([C:24]([O:26]C(C)(C)C)=[O:25])[CH:14]=[CH:15][C:16]=3[C:17]([CH:18]3[CH2:23][CH2:22][CH2:21][CH2:20][CH2:19]3)=[C:9]2[C:8]2[CH:32]=[CH:33][C:34]([O:36][CH3:37])=[CH:35][C:7]=2[CH:6]=1)=[O:4].FC(F)(F)C(O)=O. The catalyst is ClCCl. The product is [CH3:1][O:2][C:3]([C:5]1[CH2:31][N:10]2[C:11]3[CH:12]=[C:13]([C:24]([OH:26])=[O:25])[CH:14]=[CH:15][C:16]=3[C:17]([CH:18]3[CH2:23][CH2:22][CH2:21][CH2:20][CH2:19]3)=[C:9]2[C:8]2[CH:32]=[CH:33][C:34]([O:36][CH3:37])=[CH:35][C:7]=2[CH:6]=1)=[O:4]. The yield is 0.890. (3) The reactants are [CH2:1]([C:3]1[N:8]([C:9]2[CH:14]=[CH:13][C:12]([O:15][CH:16]3[CH2:20][CH2:19][CH:18]([OH:21])[CH2:17]3)=[CH:11][CH:10]=2)[C:7](=[O:22])[C:6]([CH2:23][C:24]2[CH:29]=[CH:28][C:27]([C:30]3[CH:35]=[CH:34][CH:33]=[CH:32][C:31]=3[C:36]3[NH:40][C:39](=[O:41])[O:38][N:37]=3)=[CH:26][CH:25]=2)=[C:5]([CH2:42][CH2:43][CH3:44])[N:4]=1)[CH3:2].CC(OI1(OC(C)=O)(OC(C)=O)OC(=O)C2C1=CC=CC=2)=O. The catalyst is ClCCl.C(OCC)(=O)C. The product is [CH2:1]([C:3]1[N:8]([C:9]2[CH:10]=[CH:11][C:12]([O:15][CH:16]3[CH2:20][CH2:19][C:18](=[O:21])[CH2:17]3)=[CH:13][CH:14]=2)[C:7](=[O:22])[C:6]([CH2:23][C:24]2[CH:29]=[CH:28][C:27]([C:30]3[CH:35]=[CH:34][CH:33]=[CH:32][C:31]=3[C:36]3[NH:40][C:39](=[O:41])[O:38][N:37]=3)=[CH:26][CH:25]=2)=[C:5]([CH2:42][CH2:43][CH3:44])[N:4]=1)[CH3:2]. The yield is 0.640. (4) The reactants are [NH:1]1[C:5]2=[N:6][CH:7]=[CH:8][CH:9]=[C:4]2[CH:3]=[CH:2]1.[Br:10][C:11]1[N:16]=[CH:15][C:14]([CH:17]=[O:18])=[CH:13][CH:12]=1.[OH-].[K+]. The catalyst is CO. The product is [Br:10][C:11]1[N:16]=[CH:15][C:14]([CH:17]([C:3]2[C:4]3[C:5](=[N:6][CH:7]=[CH:8][CH:9]=3)[NH:1][CH:2]=2)[OH:18])=[CH:13][CH:12]=1. The yield is 0.450. (5) The product is [CH3:1][O:2][C:3]1[CH:8]=[CH:7][CH:6]=[CH:5][C:4]=1[CH:9]([CH2:14][C:15]1[CH:20]=[CH:19][CH:18]=[CH:17][CH:16]=1)[C:10]([OH:12])=[O:11]. The yield is 0.510. The reactants are [CH3:1][O:2][C:3]1[CH:8]=[CH:7][CH:6]=[CH:5][C:4]=1[CH:9]([CH2:14][C:15]1[CH:20]=[CH:19][CH:18]=[CH:17][CH:16]=1)[C:10]([O:12]C)=[O:11].[OH-].[Na+].O.Cl. The catalyst is C1COCC1.CO.